This data is from Full USPTO retrosynthesis dataset with 1.9M reactions from patents (1976-2016). The task is: Predict the reactants needed to synthesize the given product. Given the product [CH2:1]([C@@:5]1([C:30]([O:32][C:33]([CH3:34])([CH3:35])[CH3:36])=[O:31])[CH2:9][C@@H:8]([C:10]([NH:38][NH2:39])=[O:37])[C@H:7]([C:13]2[S:14][CH:15]=[CH:16][N:17]=2)[N:6]1[C:18](=[O:29])[C:19]1[CH:20]=[CH:21][C:22]([C:25]([CH3:26])([CH3:27])[CH3:28])=[CH:23][CH:24]=1)[CH:2]([CH3:4])[CH3:3], predict the reactants needed to synthesize it. The reactants are: [CH2:1]([C@@:5]1([C:30]([O:32][C:33]([CH3:36])([CH3:35])[CH3:34])=[O:31])[CH2:9][C@H:8]([C:10]([O-])=O)[C@H:7]([C:13]2[S:14][CH:15]=[CH:16][N:17]=2)[N:6]1[C:18](=[O:29])[C:19]1[CH:24]=[CH:23][C:22]([C:25]([CH3:28])([CH3:27])[CH3:26])=[CH:21][CH:20]=1)[CH:2]([CH3:4])[CH3:3].[OH2:37].[NH2:38][NH2:39].